From a dataset of Catalyst prediction with 721,799 reactions and 888 catalyst types from USPTO. Predict which catalyst facilitates the given reaction. (1) Reactant: [C:1]([O:5][C@@H:6]([C:12]1[C:21]([CH3:22])=[CH:20][C:19]2[C:14](=[CH:15][C:16]([F:25])=[C:17]([CH:23]=[CH2:24])[CH:18]=2)[C:13]=1[O:26][S:27]([C:30]([F:33])([F:32])[F:31])(=[O:29])=[O:28])[C:7]([O:9][CH2:10][CH3:11])=[O:8])([CH3:4])([CH3:3])[CH3:2]. Product: [C:1]([O:5][C@@H:6]([C:12]1[C:21]([CH3:22])=[CH:20][C:19]2[C:14](=[CH:15][C:16]([F:25])=[C:17]([CH2:23][CH3:24])[CH:18]=2)[C:13]=1[O:26][S:27]([C:30]([F:32])([F:33])[F:31])(=[O:29])=[O:28])[C:7]([O:9][CH2:10][CH3:11])=[O:8])([CH3:3])([CH3:4])[CH3:2]. The catalyst class is: 63. (2) Reactant: O[C@@H:2]1[C:11]2[C:6](=[CH:7][C:8]([C:12]([O:14][CH3:15])=[O:13])=[CH:9][CH:10]=2)[O:5][CH2:4][CH2:3]1.C1(P([N:30]=[N+:31]=[N-:32])(C2C=CC=CC=2)=O)C=CC=CC=1.N12CCCN=C1CCCCC2. Product: [N:30]([C@H:2]1[C:11]2[C:6](=[CH:7][C:8]([C:12]([O:14][CH3:15])=[O:13])=[CH:9][CH:10]=2)[O:5][CH2:4][CH2:3]1)=[N+:31]=[N-:32]. The catalyst class is: 260. (3) Reactant: [Cl-].[NH4+].[F:3][C:4]1[CH:9]=[C:8]([N+:10]([O-])=O)[CH:7]=[C:6]([F:13])[C:5]=1[N:14]1[CH2:18][CH:17]=[CH:16][CH2:15]1. Product: [N:14]1([C:5]2[C:4]([F:3])=[CH:9][C:8]([NH2:10])=[CH:7][C:6]=2[F:13])[CH2:18][CH:17]=[CH:16][CH2:15]1. The catalyst class is: 314.